Task: Predict the reaction yield, written as a fraction of the theoretical maximum amount of product (1.0 means a 100% yield; for example, 0.34 means a 34% yield).. Dataset: Reaction yield outcomes from USPTO patents with 853,638 reactions (1) The reactants are I[C:2]1[C:3]([CH3:18])=[N:4][N:5]([S:8]([C:11]2[CH:16]=[CH:15][C:14]([CH3:17])=[CH:13][CH:12]=2)(=[O:10])=[O:9])[C:6]=1[CH3:7].C([Mg]Cl)(C)C.CN([CH:27]=[O:28])C. The catalyst is C1COCC1. The product is [CH3:18][C:3]1[C:2]([CH:27]=[O:28])=[C:6]([CH3:7])[N:5]([S:8]([C:11]2[CH:16]=[CH:15][C:14]([CH3:17])=[CH:13][CH:12]=2)(=[O:10])=[O:9])[N:4]=1. The yield is 0.820. (2) The reactants are [F:1][C:2]1[CH:3]=[CH:4][C:5]([C:12]2[NH:16][N:15]=[CH:14][CH:13]=2)=[C:6]([CH:11]=1)[C:7]([O:9]C)=[O:8].[Li+].[OH-]. The catalyst is CCO. The product is [F:1][C:2]1[CH:3]=[CH:4][C:5]([C:12]2[NH:16][N:15]=[CH:14][CH:13]=2)=[C:6]([CH:11]=1)[C:7]([OH:9])=[O:8]. The yield is 0.440. (3) The reactants are [NH:1]1[CH:5]=[CH:4][C:3](/[CH:6]=[CH:7]/[C:8]([O:10][CH2:11][CH2:12][CH2:13][CH3:14])=[O:9])=[CH:2]1. The catalyst is C1COCC1.[Pd]. The product is [NH:1]1[CH:5]=[CH:4][C:3]([CH2:6][CH2:7][C:8]([O:10][CH2:11][CH2:12][CH2:13][CH3:14])=[O:9])=[CH:2]1. The yield is 0.990. (4) The reactants are Br[C:2]1[CH:7]=[CH:6][CH:5]=[CH:4][N:3]=1.C([Li])CCC.[CH2:13]([Sn:17](Cl)([CH2:22][CH2:23][CH2:24][CH3:25])[CH2:18][CH2:19][CH2:20][CH3:21])[CH2:14][CH2:15][CH3:16]. The catalyst is C1COCC1.O. The product is [CH2:22]([Sn:17]([CH2:13][CH2:14][CH2:15][CH3:16])([CH2:18][CH2:19][CH2:20][CH3:21])[C:2]1[CH:7]=[CH:6][CH:5]=[CH:4][N:3]=1)[CH2:23][CH2:24][CH3:25]. The yield is 0.595.